This data is from Catalyst prediction with 721,799 reactions and 888 catalyst types from USPTO. The task is: Predict which catalyst facilitates the given reaction. (1) Reactant: [F:1][C:2]1[CH:27]=[CH:26][C:5]([C:6]([NH:8][C@@H:9]([CH2:22][CH2:23][CH2:24][OH:25])[C:10]([N:12]2[CH2:17][CH2:16][N:15]([S:18]([CH3:21])(=[O:20])=[O:19])[CH2:14][CH2:13]2)=[O:11])=[O:7])=[CH:4][CH:3]=1.ClCCl. Product: [F:1][C:2]1[CH:3]=[CH:4][C:5]([C:6]([NH:8][C@@H:9]([CH2:22][CH2:23][CH:24]=[O:25])[C:10]([N:12]2[CH2:17][CH2:16][N:15]([S:18]([CH3:21])(=[O:20])=[O:19])[CH2:14][CH2:13]2)=[O:11])=[O:7])=[CH:26][CH:27]=1. The catalyst class is: 6. (2) Reactant: [CH3:1][O:2][C:3](=[O:32])[CH:4]([NH:15][CH2:16][C:17]([O:24][C:25]1[CH:30]=[CH:29][CH:28]=[CH:27][C:26]=1[Cl:31])=[CH:18][C:19]([O:21]CC)=O)[CH2:5][CH:6]([C:11]([F:14])([F:13])[F:12])[C:7]([F:10])([F:9])[F:8]. Product: [CH3:1][O:2][C:3](=[O:32])[CH:4]([N:15]1[CH2:16][C:17]([O:24][C:25]2[CH:30]=[CH:29][CH:28]=[CH:27][C:26]=2[Cl:31])=[CH:18][C:19]1=[O:21])[CH2:5][CH:6]([C:11]([F:12])([F:13])[F:14])[C:7]([F:10])([F:9])[F:8]. The catalyst class is: 10. (3) Reactant: [CH2:1]([O:3][C:4]1[CH:9]=[CH:8][C:7](B(O)O)=[CH:6][C:5]=1[CH3:13])[CH3:2].Br[C:15]1[CH:16]=[C:17]([CH:19]=[CH:20][CH:21]=1)[NH2:18].C([O-])([O-])=O.[Na+].[Na+]. Product: [CH2:1]([O:3][C:4]1[CH:9]=[CH:8][C:7]([C:15]2[CH:21]=[CH:20][CH:19]=[C:17]([NH2:18])[CH:16]=2)=[CH:6][C:5]=1[CH3:13])[CH3:2]. The catalyst class is: 104. (4) Reactant: [CH:1]([C:3]1[CH:8]=[CH:7][CH:6]=[CH:5][C:4]=1B(O)O)=[O:2].Br[C:13]1[CH:17]=[CH:16][O:15][CH:14]=1.C(=O)([O-])[O-].[Na+].[Na+]. Product: [O:15]1[CH:16]=[CH:17][C:13]([C:4]2[CH:5]=[CH:6][CH:7]=[CH:8][C:3]=2[CH:1]=[O:2])=[CH:14]1. The catalyst class is: 745.